This data is from Forward reaction prediction with 1.9M reactions from USPTO patents (1976-2016). The task is: Predict the product of the given reaction. (1) Given the reactants [N:1]1[CH:6]=[CH:5][C:4]([C:7]2[CH:15]=[CH:14][CH:13]=[C:12]3[C:8]=2[CH2:9][C:10](=[O:16])[NH:11]3)=[CH:3][CH:2]=1.[NH:17]1[C:25]2[CH2:24][CH2:23][CH2:22][CH2:21][C:20]=2[CH:19]=[C:18]1[CH:26]=O, predict the reaction product. The product is: [N:1]1[CH:6]=[CH:5][C:4]([C:7]2[CH:15]=[CH:14][CH:13]=[C:12]3[C:8]=2[C:9](=[CH:26][C:18]2[NH:17][C:25]4[CH2:24][CH2:23][CH2:22][CH2:21][C:20]=4[CH:19]=2)[C:10](=[O:16])[NH:11]3)=[CH:3][CH:2]=1. (2) Given the reactants [CH3:1][NH2:2].[C:3]1([C:22]2[CH:27]=[CH:26][CH:25]=[CH:24][CH:23]=2)[CH:8]=[CH:7][CH:6]=[CH:5][C:4]=1[CH2:9][C:10]1[NH:11][C:12](=[O:21])[C:13]([OH:20])=[C:14]([C:16](OC)=[O:17])[N:15]=1, predict the reaction product. The product is: [CH3:1][NH:2][C:16]([C:14]1[N:15]=[C:10]([CH2:9][C:4]2[CH:5]=[CH:6][CH:7]=[CH:8][C:3]=2[C:22]2[CH:27]=[CH:26][CH:25]=[CH:24][CH:23]=2)[NH:11][C:12](=[O:21])[C:13]=1[OH:20])=[O:17]. (3) Given the reactants C(OC([N:8]1[CH2:17][CH2:16][C:15]2[C:10](=[CH:11][CH:12]=[CH:13][C:14]=2[C:18](=[O:32])[NH:19][C:20]2([C:29]([OH:31])=[O:30])[CH2:28][C:27]3[C:22](=[CH:23][CH:24]=[CH:25][CH:26]=3)[CH2:21]2)[CH2:9]1)=O)(C)(C)C.[C:33]([OH:39])([C:35]([F:38])([F:37])[F:36])=[O:34], predict the reaction product. The product is: [C:33]([OH:39])([C:35]([F:38])([F:37])[F:36])=[O:34].[CH2:9]1[C:10]2[CH:11]=[CH:12][CH:13]=[C:14]([C:18]([NH:19][C:20]3([C:29]([OH:31])=[O:30])[CH2:28][C:27]4[C:22](=[CH:23][CH:24]=[CH:25][CH:26]=4)[CH2:21]3)=[O:32])[C:15]=2[CH2:16][CH2:17][NH:8]1. (4) Given the reactants [CH2:1]([O:3][C:4](=[O:16])/[CH:5]=[CH:6]/[C:7]1[CH:8]=[N:9][N:10]([CH2:12][CH:13]2[CH2:15][CH2:14]2)[CH:11]=1)[CH3:2].[O-]S(C(F)(F)F)(=O)=O.[CH2:25]([S+]1CCCC1)[C:26]1[CH:31]=[CH:30][CH:29]=[CH:28][CH:27]=1.[SH3+].C1OCCOCCOCCOC1.[Li+].C[Si]([N-][Si](C)(C)C)(C)C, predict the reaction product. The product is: [CH2:1]([O:3][C:4]([C@@H:5]1[C@H:25]([C:26]2[CH:31]=[CH:30][CH:29]=[CH:28][CH:27]=2)[C@H:6]1[C:7]1[CH:8]=[N:9][N:10]([CH2:12][CH:13]2[CH2:14][CH2:15]2)[CH:11]=1)=[O:16])[CH3:2]. (5) Given the reactants [OH-].[Li+].C[O:4][C:5](=[O:25])[C:6]1[CH:11]=[CH:10][CH:9]=[C:8]([O:12][CH2:13][C:14](=[O:24])[NH:15][C:16]2[CH:21]=[CH:20][C:19]([C:22]#[N:23])=[CH:18][CH:17]=2)[CH:7]=1.CO.O1CCCC1, predict the reaction product. The product is: [C:22]([C:19]1[CH:18]=[CH:17][C:16]([NH:15][C:14]([CH2:13][O:12][C:8]2[CH:7]=[C:6]([CH:11]=[CH:10][CH:9]=2)[C:5]([OH:25])=[O:4])=[O:24])=[CH:21][CH:20]=1)#[N:23]. (6) Given the reactants [F:1][C:2]1([F:22])[CH:7]([C:8]2[CH:13]=[CH:12][C:11]([OH:14])=[CH:10][CH:9]=2)[CH2:6][CH2:5][N:4]([C:15]([O:17][C:18]([CH3:21])([CH3:20])[CH3:19])=[O:16])[CH2:3]1.CCN(C(C)C)C(C)C.[F:32][C:33]([F:46])([F:45])[S:34](O[S:34]([C:33]([F:46])([F:45])[F:32])(=[O:36])=[O:35])(=[O:36])=[O:35], predict the reaction product. The product is: [F:22][C:2]1([F:1])[CH:7]([C:8]2[CH:9]=[CH:10][C:11]([O:14][S:34]([C:33]([F:46])([F:45])[F:32])(=[O:36])=[O:35])=[CH:12][CH:13]=2)[CH2:6][CH2:5][N:4]([C:15]([O:17][C:18]([CH3:19])([CH3:21])[CH3:20])=[O:16])[CH2:3]1. (7) Given the reactants I[C:2]1[CH:7]=[CH:6][C:5]([C:8]2([C:11]([F:14])([F:13])[F:12])[N:10]=[N:9]2)=[CH:4][CH:3]=1.CC1(C)C(C)(C)OB([C:23]2[CH:28]=[CH:27][C:26]([NH:29][S:30]([CH3:33])(=[O:32])=[O:31])=[CH:25][CH:24]=2)O1, predict the reaction product. The product is: [F:12][C:11]([F:14])([F:13])[C:8]1([C:5]2[CH:6]=[CH:7][C:2]([C:23]3[CH:24]=[CH:25][C:26]([NH:29][S:30]([CH3:33])(=[O:31])=[O:32])=[CH:27][CH:28]=3)=[CH:3][CH:4]=2)[N:10]=[N:9]1.